This data is from Reaction yield outcomes from USPTO patents with 853,638 reactions. The task is: Predict the reaction yield, written as a fraction of the theoretical maximum amount of product (1.0 means a 100% yield; for example, 0.34 means a 34% yield). The reactants are [C:1]([O:5][C:6](=[O:29])[NH:7][C:8]1[CH:13]=[CH:12][CH:11]=[C:10]([CH2:14][CH:15]2[CH2:19][CH:18]([NH:20][C:21]([O:23][C:24]([CH3:27])([CH3:26])[CH3:25])=[O:22])[CH2:17][CH:16]2[OH:28])[N:9]=1)([CH3:4])([CH3:3])[CH3:2].C[N+]1([O-])CCOCC1. The catalyst is ClCCl.C(#N)C.[Ru]([O-])(=O)(=O)=O.C([N+](CCC)(CCC)CCC)CC. The product is [C:1]([O:5][C:6](=[O:29])[NH:7][C:8]1[CH:13]=[CH:12][CH:11]=[C:10]([CH2:14][CH:15]2[CH2:19][CH:18]([NH:20][C:21]([O:23][C:24]([CH3:27])([CH3:26])[CH3:25])=[O:22])[CH2:17][C:16]2=[O:28])[N:9]=1)([CH3:2])([CH3:4])[CH3:3]. The yield is 0.670.